This data is from Catalyst prediction with 721,799 reactions and 888 catalyst types from USPTO. The task is: Predict which catalyst facilitates the given reaction. (1) Reactant: [CH2:1]([N:8]([CH2:20][C:21]1[CH:26]=[CH:25][CH:24]=[CH:23][CH:22]=1)[C:9]1[CH:10]=[C:11]2[CH:17]=[C:16]([CH:18]=[O:19])[NH:15][C:12]2=[CH:13][N:14]=1)[C:2]1[CH:7]=[CH:6][CH:5]=[CH:4][CH:3]=1.[CH3:27][Mg]Br.C(OCC)C.[NH4+].[Cl-]. Product: [CH2:20]([N:8]([CH2:1][C:2]1[CH:3]=[CH:4][CH:5]=[CH:6][CH:7]=1)[C:9]1[CH:10]=[C:11]2[CH:17]=[C:16]([CH:18]([OH:19])[CH3:27])[NH:15][C:12]2=[CH:13][N:14]=1)[C:21]1[CH:26]=[CH:25][CH:24]=[CH:23][CH:22]=1. The catalyst class is: 7. (2) Reactant: [C:1]([N:4]1[C:13]2[C:8](=[CH:9][C:10]([CH:14]3[CH2:19][CH2:18][N:17]([C:20]([O:22][C:23]([CH3:26])([CH3:25])[CH3:24])=[O:21])[CH2:16][CH2:15]3)=[CH:11][CH:12]=2)[C@H:7]([NH2:27])[C@@H:6]([CH3:28])[C@@H:5]1[CH3:29])(=[O:3])[CH3:2].C([N:33]1[C:42]2[C:37](=CC(C3CCN(C(OC(C)(C)C)=O)CC3)=CC=2)[C@H:36](NC2C=NC(C)=CN=2)[C@@H:35](C)[C@@H:34]1[CH3:65])(=O)C.CN(C1C(C2C(P(C3CCCCC3)C3CCCCC3)=CC=CC=2)=CC=CC=1)C.BrC1C=CC=C(C)N=1.CC(C)([O-])C.[Na+]. Product: [C:1]([N:4]1[C:13]2[C:8](=[CH:9][C:10]([CH:14]3[CH2:15][CH2:16][N:17]([C:20]([O:22][C:23]([CH3:26])([CH3:25])[CH3:24])=[O:21])[CH2:18][CH2:19]3)=[CH:11][CH:12]=2)[C@H:7]([NH:27][C:42]2[CH:37]=[CH:36][CH:35]=[C:34]([CH3:65])[N:33]=2)[C@@H:6]([CH3:28])[C@@H:5]1[CH3:29])(=[O:3])[CH3:2]. The catalyst class is: 62. (3) Reactant: [CH3:1][C:2]([CH3:7])=[CH:3][C:4]([NH2:6])=[O:5].[C:8]([NH:12][C:13]([CH3:20])([CH3:19])[CH2:14][S:15]([OH:18])(=[O:17])=[O:16])(=[O:11])[CH:9]=[CH2:10]. Product: [CH3:1][C:2]([CH3:7])=[CH:3][C:4]([NH2:6])=[O:5].[C:8]([NH:12][C:13]([CH3:20])([CH3:19])[CH2:14][S:15]([OH:18])(=[O:16])=[O:17])(=[O:11])[CH:9]=[CH2:10]. The catalyst class is: 6.